From a dataset of Retrosynthesis with 50K atom-mapped reactions and 10 reaction types from USPTO. Predict the reactants needed to synthesize the given product. (1) Given the product CCOC(=O)C1=C(CN2CCOCC2C(=O)O)NC(c2nc(CC(=O)NC(C)C)cs2)=NC1c1ccc(F)cc1Br, predict the reactants needed to synthesize it. The reactants are: CCOC(=O)C1=C(CBr)NC(c2nc(CC(=O)NC(C)C)cs2)=NC1c1ccc(F)cc1Br.O=C(O)C1COCCN1. (2) Given the product OCc1csc2cncn12, predict the reactants needed to synthesize it. The reactants are: CCOC(=O)c1csc2cncn12. (3) Given the product O=C(O)CNC(=O)c1ccc(NCCCCCCCCCCCCCCCC(F)(F)F)cc1, predict the reactants needed to synthesize it. The reactants are: CCOC(=O)CNC(=O)c1ccc(NCCCCCCCCCCCCCCCC(F)(F)F)cc1. (4) Given the product CC(O)c1ccc(Oc2ccc3[nH]cnc3c2)cc1, predict the reactants needed to synthesize it. The reactants are: CC(O)c1ccc(Oc2ccc(N)c(N)c2)cc1.O=CO. (5) Given the product O=C(O)c1ccc(Nc2nc3cccc(-c4cccc(Cl)c4)n3n2)cc1, predict the reactants needed to synthesize it. The reactants are: COC(=O)c1ccc(Nc2nc3cccc(-c4cccc(Cl)c4)n3n2)cc1. (6) Given the product CC(C)Oc1ccc(S(C)(=O)=O)cc1C(=O)N1CCc2cc(OCc3cccc(F)c3)ccc2C1, predict the reactants needed to synthesize it. The reactants are: CC(C)Oc1ccc(S(C)(=O)=O)cc1C(=O)O.Fc1cccc(COc2ccc3c(c2)CCNC3)c1. (7) Given the product CCCCCCCN1C(=O)C2CC2(c2ccc(N)cc2)C1=O, predict the reactants needed to synthesize it. The reactants are: CCCCCCCN1C(=O)C2CC2(c2ccc([N+](=O)[O-])cc2)C1=O.